Dataset: Peptide-MHC class II binding affinity with 134,281 pairs from IEDB. Task: Regression. Given a peptide amino acid sequence and an MHC pseudo amino acid sequence, predict their binding affinity value. This is MHC class II binding data. (1) The peptide sequence is VLAVLCSPSKRNQTF. The MHC is DRB1_0101 with pseudo-sequence DRB1_0101. The binding affinity (normalized) is 0.637. (2) The peptide sequence is KHDDAIVRLRNAGIV. The MHC is DRB1_0101 with pseudo-sequence DRB1_0101. The binding affinity (normalized) is 0.997. (3) The peptide sequence is KLNNQFGSMPALTIA. The MHC is DRB1_0802 with pseudo-sequence DRB1_0802. The binding affinity (normalized) is 0.156. (4) The peptide sequence is TAAINKGILVTVNPI. The MHC is DRB1_1302 with pseudo-sequence DRB1_1302. The binding affinity (normalized) is 0.809. (5) The peptide sequence is ILPNTLVLDFCDDAL. The MHC is HLA-DPA10301-DPB10402 with pseudo-sequence HLA-DPA10301-DPB10402. The binding affinity (normalized) is 0.236. (6) The peptide sequence is KEPLKECGGILQAYD. The MHC is DRB1_0401 with pseudo-sequence DRB1_0401. The binding affinity (normalized) is 0.378. (7) The binding affinity (normalized) is 0.318. The peptide sequence is SSYFVGKMYFNLI. The MHC is DRB1_1501 with pseudo-sequence DRB1_1501. (8) The peptide sequence is VSEALRIIAGTLEVH. The MHC is HLA-DPA10201-DPB11401 with pseudo-sequence HLA-DPA10201-DPB11401. The binding affinity (normalized) is 0.398.